Predict the reaction yield, written as a fraction of the theoretical maximum amount of product (1.0 means a 100% yield; for example, 0.34 means a 34% yield). From a dataset of Reaction yield outcomes from USPTO patents with 853,638 reactions. (1) The reactants are [C:1]([N:8]([CH2:10][C:11]([OH:13])=O)[CH3:9])([O:3][C:4]([CH3:7])([CH3:6])[CH3:5])=[O:2].CCN(C(C)C)C(C)C.CN(C(ON1N=NC2C=CC=NC1=2)=[N+](C)C)C.F[P-](F)(F)(F)(F)F.[F:47][C:48]([F:57])([F:56])[C:49]1[CH:50]=[C:51]([CH:53]=[CH:54][CH:55]=1)[NH2:52]. The catalyst is CCOC(C)=O.CN(C=O)C. The yield is 0.640. The product is [C:4]([O:3][C:1](=[O:2])[N:8]([CH3:9])[CH2:10][C:11](=[O:13])[NH:52][C:51]1[CH:53]=[CH:54][CH:55]=[C:49]([C:48]([F:47])([F:56])[F:57])[CH:50]=1)([CH3:5])([CH3:6])[CH3:7]. (2) The reactants are [Cl:1][C:2]1[C:3]2[S:10][CH:9]=[CH:8][C:4]=2[N:5]=[CH:6][N:7]=1.[CH:11]([N-:14]C(C)C)(C)C.[Li+].S(C#N)(C1C=CC(C)=CC=1)(=O)=O. The catalyst is C1COCC1. The product is [Cl:1][C:2]1[C:3]2[S:10][C:9]([C:11]#[N:14])=[CH:8][C:4]=2[N:5]=[CH:6][N:7]=1. The yield is 0.200. (3) The reactants are [C:1](=[S:3])=S.[NH2:4][C:5]1[CH:6]=[C:7]([CH:11]=[CH:12][CH:13]=1)[C:8]([OH:10])=[O:9].C(N(CC)CC)C.II.Cl.S([O-])([O-])=O.[Na+].[Na+]. The catalyst is C(OCC)(=O)C.O1CCCC1.O. The product is [N:4]([C:5]1[CH:6]=[C:7]([CH:11]=[CH:12][CH:13]=1)[C:8]([OH:10])=[O:9])=[C:1]=[S:3]. The yield is 0.960. (4) The reactants are [O:1]=[C:2]1[NH:7][CH:6]=[N:5][C:4]2[O:8][C:9]([C:17]3[CH:22]=[CH:21][C:20]([C:23]4([NH:27]C(=O)OC(C)(C)C)[CH2:26][CH2:25][CH2:24]4)=[CH:19][CH:18]=3)=[C:10]([C:11]3[CH:16]=[CH:15][CH:14]=[CH:13][CH:12]=3)[C:3]1=2.C(O)(C(F)(F)F)=O.C(Cl)Cl. No catalyst specified. The product is [NH2:27][C:23]1([C:20]2[CH:19]=[CH:18][C:17]([C:9]3[O:8][C:4]4[N:5]=[CH:6][NH:7][C:2](=[O:1])[C:3]=4[C:10]=3[C:11]3[CH:16]=[CH:15][CH:14]=[CH:13][CH:12]=3)=[CH:22][CH:21]=2)[CH2:26][CH2:25][CH2:24]1. The yield is 0.230. (5) The reactants are [CH3:13][C:12]([O:11][C:9](O[C:9]([O:11][C:12]([CH3:15])([CH3:14])[CH3:13])=[O:10])=[O:10])([CH3:15])[CH3:14].[NH2:16][CH2:17][C@H:18]1[CH2:23][CH2:22][C@H:21]([C:24]([OH:26])=[O:25])[CH2:20][CH2:19]1.C([O-])(O)=O.[Na+].O. The catalyst is CCOCC. The product is [C:12]([O:11][C:9]([NH:16][CH2:17][C@H:18]1[CH2:19][CH2:20][C@H:21]([C:24]([OH:26])=[O:25])[CH2:22][CH2:23]1)=[O:10])([CH3:13])([CH3:14])[CH3:15]. The yield is 0.570. (6) The reactants are [F:1][C:2]1[CH:7]=[CH:6][C:5]([N:8]2[CH2:13][CH2:12][N:11]([CH2:14][CH2:15][CH2:16][CH2:17][N:18]3[C:22]4[C:23](=O)[CH2:24][N:25]([CH3:29])[S:26](=[O:28])(=[O:27])[C:21]=4[CH:20]=[CH:19]3)[CH2:10][CH2:9]2)=[CH:4][CH:3]=1.Cl.[NH2:32][OH:33]. The catalyst is N1C=CC=CC=1. The product is [F:1][C:2]1[CH:7]=[CH:6][C:5]([N:8]2[CH2:13][CH2:12][N:11]([CH2:14][CH2:15][CH2:16][CH2:17][N:18]3[C:22]4[C:23](=[N:32][OH:33])[CH2:24][N:25]([CH3:29])[S:26](=[O:28])(=[O:27])[C:21]=4[CH:20]=[CH:19]3)[CH2:10][CH2:9]2)=[CH:4][CH:3]=1. The yield is 0.880. (7) The reactants are [H-].[Na+].[N+:3]([C:6]1[CH:11]=[CH:10][C:9]([NH:12][C:13]([C:15]23[O:21][CH:20]2[CH:19]2[CH2:22][CH2:23][CH:16]3[CH2:17][CH2:18]2)=[O:14])=[CH:8][C:7]=1[C:24]([F:27])([F:26])[F:25])([O-:5])=[O:4].C1(P([NH:42]O)(C2C=CC=CC=2)=O)C=CC=CC=1. The catalyst is CN(C=O)C. The yield is 0.154. The product is [N+:3]([C:6]1[CH:11]=[CH:10][C:9]([N:12]([C:13]([C:15]23[O:21][CH:20]2[CH:19]2[CH2:18][CH2:17][CH:16]3[CH2:23][CH2:22]2)=[O:14])[NH2:42])=[CH:8][C:7]=1[C:24]([F:27])([F:25])[F:26])([O-:5])=[O:4]. (8) The reactants are [H-].[Na+].F[C:4]1[CH:9]=[CH:8][C:7]([N+:10]([O-:12])=[O:11])=[CH:6][CH:5]=1.[F:13][C:14]1[CH:19]=[CH:18][CH:17]=[C:16]([F:20])[C:15]=1[OH:21]. The catalyst is CN(C)C=O.O. The product is [F:13][C:14]1[CH:19]=[CH:18][CH:17]=[C:16]([F:20])[C:15]=1[O:21][C:4]1[CH:9]=[CH:8][C:7]([N+:10]([O-:12])=[O:11])=[CH:6][CH:5]=1. The yield is 0.800. (9) The reactants are [F-].C([N+](CCCC)(CCCC)CCCC)CCC.O1CCCC1.[CH2:24]([C:26]([C:49]1[CH:54]=[CH:53][C:52]([B:55]2[O:59][C:58]([CH3:61])([CH3:60])[C:57]([CH3:63])([CH3:62])[O:56]2)=[C:51]([CH3:64])[CH:50]=1)([C:29]1[CH:34]=[CH:33][C:32]([CH2:35][CH2:36][C:37]2([O:43][Si](C)(C)C)[CH2:42][CH2:41][CH2:40][CH2:39][CH2:38]2)=[C:31]([CH3:48])[CH:30]=1)[CH2:27][CH3:28])[CH3:25]. No catalyst specified. The product is [CH2:24]([C:26]([C:29]1[CH:34]=[CH:33][C:32]([CH2:35][CH2:36][C:37]2([OH:43])[CH2:42][CH2:41][CH2:40][CH2:39][CH2:38]2)=[C:31]([CH3:48])[CH:30]=1)([C:49]1[CH:54]=[CH:53][C:52]([B:55]2[O:59][C:58]([CH3:60])([CH3:61])[C:57]([CH3:62])([CH3:63])[O:56]2)=[C:51]([CH3:64])[CH:50]=1)[CH2:27][CH3:28])[CH3:25]. The yield is 0.760.